This data is from Reaction yield outcomes from USPTO patents with 853,638 reactions. The task is: Predict the reaction yield, written as a fraction of the theoretical maximum amount of product (1.0 means a 100% yield; for example, 0.34 means a 34% yield). (1) The reactants are [F:1][C:2]1[C:3]([C:8]([OH:10])=O)=[N:4][CH:5]=[CH:6][CH:7]=1.S(Cl)([Cl:13])=O. The catalyst is C1(C)C=CC=CC=1. The product is [F:1][C:2]1[C:3]([C:8]([Cl:13])=[O:10])=[N:4][CH:5]=[CH:6][CH:7]=1. The yield is 0.982. (2) The reactants are P(Cl)(Cl)([Cl:3])=O.[I:6][C:7]1[C:8]([CH3:18])=[CH:9][CH:10]=[C:11]2[C:16]=1[N:15]=[CH:14][NH:13][C:12]2=O. No catalyst specified. The product is [Cl:3][C:12]1[C:11]2[C:16](=[C:7]([I:6])[C:8]([CH3:18])=[CH:9][CH:10]=2)[N:15]=[CH:14][N:13]=1. The yield is 0.920. (3) The reactants are [NH:1]1[C:5]2[CH:6]=[CH:7][CH:8]=[CH:9][C:4]=2[N:3]=[N:2]1.[Cl:10][CH2:11][CH2:12][CH2:13]Br. The catalyst is [OH-].[Na+].[Br-].C([N+](CCCC)(CCCC)CCCC)CCC. The product is [Cl:10][CH2:11][CH2:12][CH2:13][N:1]1[C:5]2[CH:6]=[CH:7][CH:8]=[CH:9][C:4]=2[N:3]=[N:2]1. The yield is 0.800.